This data is from Reaction yield outcomes from USPTO patents with 853,638 reactions. The task is: Predict the reaction yield, written as a fraction of the theoretical maximum amount of product (1.0 means a 100% yield; for example, 0.34 means a 34% yield). (1) The reactants are C[O:2][C:3](=[O:31])[C:4]1[CH:9]=[C:8]([O:10][CH2:11][CH2:12][CH2:13][O:14][C:15]2[C:16]3[C:23]([C:24]4[CH:29]=[CH:28][C:27]([F:30])=[CH:26][CH:25]=4)=[CH:22][S:21][C:17]=3[N:18]=[CH:19][N:20]=2)[CH:7]=[N:6][CH:5]=1.[OH-].[Li+].Cl. The catalyst is O1CCOCC1.O. The product is [F:30][C:27]1[CH:28]=[CH:29][C:24]([C:23]2[C:16]3[C:15]([O:14][CH2:13][CH2:12][CH2:11][O:10][C:8]4[CH:7]=[N:6][CH:5]=[C:4]([CH:9]=4)[C:3]([OH:31])=[O:2])=[N:20][CH:19]=[N:18][C:17]=3[S:21][CH:22]=2)=[CH:25][CH:26]=1. The yield is 0.930. (2) The reactants are [CH3:1][C:2]1[N:6]=[C:5]([NH2:7])[NH:4][N:3]=1.[CH3:8][C@@H:9]1[CH2:14][C:13](=O)[CH2:12][C@H:11]([CH3:16])[O:10]1.C(O[BH-](OC(=O)C)OC(=O)C)(=O)C.[Na+]. The catalyst is C(O)(=O)C. The product is [CH3:8][C@@H:9]1[CH2:14][CH:13]([NH:7][C:5]2[NH:4][N:3]=[C:2]([CH3:1])[N:6]=2)[CH2:12][C@H:11]([CH3:16])[O:10]1. The yield is 0.220. (3) The reactants are [CH2:1]([O:3][C:4]1[CH:5]=[C:6]([CH:19]=[CH:20][C:21]=1[O:22][CH2:23][C:24]1[CH:25]=[N:26][C:27]([O:30][CH3:31])=[CH:28][CH:29]=1)[CH2:7][NH:8][C:9]1[C:14]([N+:15]([O-])=O)=[CH:13][C:12]([I:18])=[CH:11][N:10]=1)[CH3:2]. The catalyst is C(O)(=O)C.C(OCC)(=O)C.[Fe]. The product is [CH2:1]([O:3][C:4]1[CH:5]=[C:6]([CH:19]=[CH:20][C:21]=1[O:22][CH2:23][C:24]1[CH:25]=[N:26][C:27]([O:30][CH3:31])=[CH:28][CH:29]=1)[CH2:7][NH:8][C:9]1[C:14]([NH2:15])=[CH:13][C:12]([I:18])=[CH:11][N:10]=1)[CH3:2]. The yield is 0.970. (4) The reactants are [Cl:1][C:2]1[CH:7]=[CH:6][C:5]([Cl:8])=[CH:4][N:3]=1.[Li]CCCC.CCCC(C)C.C(NC(C)C)(C)C.[I:27]I. The catalyst is C1COCC1. The product is [Cl:1][C:2]1[CH:7]=[C:6]([I:27])[C:5]([Cl:8])=[CH:4][N:3]=1. The yield is 0.530. (5) The reactants are [O:1]=[C:2]1[C:10]2[C:5](=[CH:6][CH:7]=[C:8]([C:11]#[N:12])[CH:9]=2)[CH2:4][NH:3]1.[CH3:13][C:14]([O:17][C:18](O[C:18]([O:17][C:14]([CH3:16])([CH3:15])[CH3:13])=[O:19])=[O:19])([CH3:16])[CH3:15].[BH4-].[Na+]. The catalyst is Cl[Ni]Cl.CO. The product is [C:14]([O:17][C:18](=[O:19])[NH:12][CH2:11][C:8]1[CH:9]=[C:10]2[C:5](=[CH:6][CH:7]=1)[CH2:4][NH:3][C:2]2=[O:1])([CH3:16])([CH3:15])[CH3:13]. The yield is 0.750. (6) The reactants are [C:1]([NH:3][C:4](=[N:12][C:13]1[CH:18]=[CH:17][C:16]([N:19]2[CH2:24][CH2:23][O:22][CH2:21][CH2:20]2)=[CH:15][C:14]=1[Cl:25])OC1C=CC=CC=1)#[N:2].[NH:26]([C:28]1[CH:33]=[CH:32][CH:31]=[CH:30][N:29]=1)[NH2:27].ClCCl. The catalyst is C(O)(C)C. The product is [Cl:25][C:14]1[CH:15]=[C:16]([N:19]2[CH2:20][CH2:21][O:22][CH2:23][CH2:24]2)[CH:17]=[CH:18][C:13]=1[NH:12][C:4]1[N:3]=[C:1]([NH2:2])[N:26]([C:28]2[CH:33]=[CH:32][CH:31]=[CH:30][N:29]=2)[N:27]=1. The yield is 0.790. (7) The reactants are [CH2:1]([O:8][CH2:9][CH2:10][CH:11]1[CH2:16][C:15]([CH2:17][OH:18])=[CH:14][CH2:13][CH2:12]1)[C:2]1[CH:7]=[CH:6][CH:5]=[CH:4][CH:3]=1.C(N(CC)CC)C.[CH3:26][C:27]([Si:30](Cl)([CH3:32])[CH3:31])([CH3:29])[CH3:28]. The catalyst is CN(C=O)C. The product is [CH2:1]([O:8][CH2:9][CH2:10][CH:11]1[CH2:16][C:15]([CH2:17][O:18][Si:30]([C:27]([CH3:29])([CH3:28])[CH3:26])([CH3:32])[CH3:31])=[CH:14][CH2:13][CH2:12]1)[C:2]1[CH:7]=[CH:6][CH:5]=[CH:4][CH:3]=1. The yield is 0.630.